From a dataset of Full USPTO retrosynthesis dataset with 1.9M reactions from patents (1976-2016). Predict the reactants needed to synthesize the given product. (1) Given the product [CH2:1]([C:3]1[C:4]([O:22][CH3:23])=[C:5]([CH:10]([CH2:20][CH3:21])[CH2:11][C@:12]([OH:19])([C:15]([F:17])([F:16])[F:18])[CH:13]=[N:24][C:25]2[CH:34]=[C:33]([F:35])[CH:32]=[C:31]3[C:26]=2[CH:27]=[CH:28][C:29](=[O:36])[NH:30]3)[CH:6]=[CH:7][C:8]=1[F:9])[CH3:2], predict the reactants needed to synthesize it. The reactants are: [CH2:1]([C:3]1[C:4]([O:22][CH3:23])=[C:5]([CH:10]([CH2:20][CH3:21])[CH2:11][C@:12]([OH:19])([C:15]([F:18])([F:17])[F:16])[CH:13]=O)[CH:6]=[CH:7][C:8]=1[F:9])[CH3:2].[NH2:24][C:25]1[CH:34]=[C:33]([F:35])[CH:32]=[C:31]2[C:26]=1[CH:27]=[CH:28][C:29](=[O:36])[NH:30]2. (2) The reactants are: [CH2:1]([O:4][C:5]1[CH:6]=[C:7]([CH:27]=[CH:28][CH:29]=1)[O:8][C:9]1[CH:26]=[CH:25][C:12]([CH2:13][NH:14][C:15]2[CH:20]=[CH:19][CH:18]=[C:17]([N+:21]([O-:23])=[O:22])[C:16]=2[CH3:24])=[CH:11][CH:10]=1)[CH:2]=[CH2:3].Br[CH2:31][C:32]1[CH:39]=[CH:38][C:35]([C:36]#[N:37])=[CH:34][CH:33]=1.CCN(C(C)C)C(C)C. Given the product [CH2:1]([O:4][C:5]1[CH:6]=[C:7]([CH:27]=[CH:28][CH:29]=1)[O:8][C:9]1[CH:10]=[CH:11][C:12]([CH2:13][N:14]([CH2:31][C:32]2[CH:39]=[CH:38][C:35]([C:36]#[N:37])=[CH:34][CH:33]=2)[C:15]2[CH:20]=[CH:19][CH:18]=[C:17]([N+:21]([O-:23])=[O:22])[C:16]=2[CH3:24])=[CH:25][CH:26]=1)[CH:2]=[CH2:3], predict the reactants needed to synthesize it.